From a dataset of Full USPTO retrosynthesis dataset with 1.9M reactions from patents (1976-2016). Predict the reactants needed to synthesize the given product. (1) Given the product [CH3:29][O:30][C:31](=[O:45])[C:32]1[CH:37]=[CH:36][C:35]([NH:38][CH:39]([CH2:40][CH3:41])[CH2:42][CH3:43])=[C:34]([NH:44][C:7](=[O:9])[CH2:6][C:2]2[S:1][CH:5]=[CH:4][CH:3]=2)[CH:33]=1, predict the reactants needed to synthesize it. The reactants are: [S:1]1[CH:5]=[CH:4][CH:3]=[C:2]1[CH2:6][C:7]([OH:9])=O.C1C=CC2N(O)N=NC=2C=1.CCN(C(C)C)C(C)C.[CH3:29][O:30][C:31](=[O:45])[C:32]1[CH:37]=[CH:36][C:35]([NH:38][CH:39]([CH2:42][CH3:43])[CH2:40][CH3:41])=[C:34]([NH2:44])[CH:33]=1. (2) Given the product [N:15]1([C:6]2[N:5]=[C:4]([NH2:8])[CH:3]=[CH:2][CH:7]=2)[CH2:19][CH2:18][CH2:17][CH2:16]1, predict the reactants needed to synthesize it. The reactants are: Cl[C:2]1[CH:7]=[CH:6][N:5]=[C:4]([NH2:8])[CH:3]=1.C([O-])([O-])=O.[K+].[K+].[NH:15]1[CH2:19][CH2:18][CH2:17][CH2:16]1.O. (3) Given the product [Cl:29][C:4]1[C:3]([O:2][CH3:1])=[CH:8][C:7]([O:9][CH3:10])=[C:31]([Cl:33])[C:5]=1[C:11]1[N:16]=[CH:15][C:14]2[CH:17]=[N:18][N:19]([CH:20]3[CH2:25][CH2:24][CH2:23][CH2:22][O:21]3)[C:13]=2[CH:12]=1, predict the reactants needed to synthesize it. The reactants are: [CH3:1][O:2][C:3]1[CH:4]=[C:5]([C:11]2[N:16]=[CH:15][C:14]3[CH:17]=[N:18][N:19]([CH:20]4[CH2:25][CH2:24][CH2:23][CH2:22][O:21]4)[C:13]=3[CH:12]=2)C=[C:7]([O:9][CH3:10])[CH:8]=1.S(Cl)([Cl:29])(=O)=O.[CH2:31]([Cl:33])Cl. (4) Given the product [Cl:1][CH2:2][CH:3]([OH:4])[CH2:5][N:9]([CH2:10][CH3:11])[CH2:7][CH3:8], predict the reactants needed to synthesize it. The reactants are: [Cl:1][CH2:2][CH:3]1[CH2:5][O:4]1.O.[CH2:7]([NH:9][CH2:10][CH3:11])[CH3:8]. (5) Given the product [F:1][C:2]1[CH:7]=[CH:6][CH:5]=[CH:4][C:3]=1[S:8]([NH:11][C:12]1[C:21]([C:22]([OH:24])=[O:23])=[C:20]2[C:15]([CH:16]3[CH2:26][CH:17]3[CH2:18][O:19]2)=[CH:14][CH:13]=1)(=[O:9])=[O:10], predict the reactants needed to synthesize it. The reactants are: [F:1][C:2]1[CH:7]=[CH:6][CH:5]=[CH:4][C:3]=1[S:8]([NH:11][C:12]1[C:21]([C:22]([O:24]C)=[O:23])=[C:20]2[C:15]([CH:16]3[CH2:26][CH:17]3[CH2:18][O:19]2)=[CH:14][CH:13]=1)(=[O:10])=[O:9].O.[OH-].[Li+]. (6) The reactants are: [F:1][C:2]1[C:21]([NH:22][C:23]([NH:25][C:26]2[CH:31]=[CH:30][N:29]=[C:28]([CH3:32])[CH:27]=2)=[O:24])=[CH:20][CH:19]=[CH:18][C:3]=1[CH2:4][N:5]1[CH2:10][CH2:9][N:8](C(OC(C)(C)C)=O)[CH2:7][CH2:6]1.Cl.CCN(CC)CC.[CH2:41]([S:43](Cl)(=[O:45])=[O:44])[CH3:42]. Given the product [CH2:41]([S:43]([N:8]1[CH2:9][CH2:10][N:5]([CH2:4][C:3]2[C:2]([F:1])=[C:21]([NH:22][C:23]([NH:25][C:26]3[CH:31]=[CH:30][N:29]=[C:28]([CH3:32])[CH:27]=3)=[O:24])[CH:20]=[CH:19][CH:18]=2)[CH2:6][CH2:7]1)(=[O:45])=[O:44])[CH3:42], predict the reactants needed to synthesize it. (7) Given the product [O:11]1[CH2:12][CH2:13][CH2:14][C@H:10]1[C@@H:6]1[O:5][CH2:4][C:3]2=[N:2][O:1][CH2:9][C@@H:8]2[CH2:7]1, predict the reactants needed to synthesize it. The reactants are: [OH:1][N:2]=[CH:3][CH2:4][O:5][C@@H:6]([C@@H:10]1[CH2:14][CH2:13][CH2:12][O:11]1)[CH2:7][CH:8]=[CH2:9].C[C@@H]1C[C@H]1C1OCC2=NOCC2C1.